This data is from Cav3 T-type calcium channel HTS with 100,875 compounds. The task is: Binary Classification. Given a drug SMILES string, predict its activity (active/inactive) in a high-throughput screening assay against a specified biological target. (1) The compound is O(CCCCn1c(=O)c2c(nc1)cccc2)c1c(ccc(c1)C)C. The result is 1 (active). (2) The result is 0 (inactive). The drug is O1c2cc(CNC(=O)c3[nH][nH]\c(=C4\C(=O)C(=CC(=C4)C)C)c3)ccc2OC1.